Dataset: CYP1A2 inhibition data for predicting drug metabolism from PubChem BioAssay. Task: Regression/Classification. Given a drug SMILES string, predict its absorption, distribution, metabolism, or excretion properties. Task type varies by dataset: regression for continuous measurements (e.g., permeability, clearance, half-life) or binary classification for categorical outcomes (e.g., BBB penetration, CYP inhibition). Dataset: cyp1a2_veith. (1) The drug is COc1cccc(Cn2c(=O)c(-c3ccc(Cl)cc3)nc3cnc(N4CCN(C)CC4)nc32)c1. The result is 0 (non-inhibitor). (2) The compound is CC(C)(C)NC(=O)C(Cc1ccccc1)NS(=O)(=O)c1ccc2c(c1)CCC(=O)N2. The result is 0 (non-inhibitor). (3) The drug is Cc1nnsc1NC(=O)OCc1ccc(C(F)(F)F)cc1. The result is 1 (inhibitor). (4) The molecule is COc1cc(CNCCc2c[nH]c3ccccc23)ccc1OCc1ccccc1F.Cl. The result is 1 (inhibitor). (5) The drug is Cc1ccc(NC(=O)CC2CS(=O)(=O)CC2CC(=O)Nc2ccc(C)c(C)c2)cc1C. The result is 0 (non-inhibitor).